This data is from Reaction yield outcomes from USPTO patents with 853,638 reactions. The task is: Predict the reaction yield, written as a fraction of the theoretical maximum amount of product (1.0 means a 100% yield; for example, 0.34 means a 34% yield). (1) The reactants are [Br:1][C:2]1[CH:7]=[CH:6][C:5]([OH:8])=[CH:4][CH:3]=1.[CH2:9](Br)[CH2:10][C@H:11]([CH2:13][CH2:14][CH:15]=[C:16]([CH3:18])[CH3:17])[CH3:12].C(=O)([O-])[O-].[K+].[K+]. The catalyst is CC(=O)CC. The product is [Br:1][C:2]1[CH:7]=[CH:6][C:5]([O:8][CH2:9][CH2:10][C@@H:11]([CH3:12])[CH2:13][CH2:14][CH:15]=[C:16]([CH3:18])[CH3:17])=[CH:4][CH:3]=1. The yield is 0.682. (2) The reactants are Cl[C:2]1[CH:7]=[CH:6][N:5]2[N:8]=[C:9]([C:14]3[CH:19]=[CH:18][C:17]([O:20][CH3:21])=[CH:16][CH:15]=3)[C:10]([C:11](=[O:13])[CH3:12])=[C:4]2[CH:3]=1.C1(P(C2C=CC=CC=2)C2C=CC3C(=CC=CC=3)C=2C2C3C(=CC=CC=3)C=CC=2P(C2C=CC=CC=2)C2C=CC=CC=2)C=CC=CC=1.C(=O)([O-])[O-].[Cs+].[Cs+].[CH:74]1([NH2:79])[CH2:78][CH2:77][CH2:76][CH2:75]1. The catalyst is C1(C)C=CC=CC=1.C([O-])(=O)C.[Pd+2].C([O-])(=O)C.O.C(OCC)C. The product is [CH:74]1([NH:79][C:2]2[CH:7]=[CH:6][N:5]3[N:8]=[C:9]([C:14]4[CH:19]=[CH:18][C:17]([O:20][CH3:21])=[CH:16][CH:15]=4)[C:10]([C:11](=[O:13])[CH3:12])=[C:4]3[CH:3]=2)[CH2:78][CH2:77][CH2:76][CH2:75]1. The yield is 0.560.